From a dataset of Full USPTO retrosynthesis dataset with 1.9M reactions from patents (1976-2016). Predict the reactants needed to synthesize the given product. (1) The reactants are: [CH:1](=O)[C:2]1[CH:7]=[CH:6][CH:5]=[N:4][CH:3]=1.[CH3:9][N:10]1[CH2:15][CH2:14][NH:13][CH2:12][CH2:11]1.[Al]([C:21]#[N:22])(CC)CC.C1(C)C=CC=CC=1. Given the product [CH3:9][N:10]1[CH2:15][CH2:14][N:13]([CH:1]([C:2]2[CH:3]=[N:4][CH:5]=[CH:6][CH:7]=2)[C:21]#[N:22])[CH2:12][CH2:11]1, predict the reactants needed to synthesize it. (2) Given the product [F:1][C:2]1[CH:10]=[CH:9][C:5]([C:6]([O:8][C:19]([CH3:22])([CH3:21])[CH3:20])=[O:7])=[C:4]([C:11]([F:12])([F:13])[F:14])[CH:3]=1, predict the reactants needed to synthesize it. The reactants are: [F:1][C:2]1[CH:10]=[CH:9][C:5]([C:6]([OH:8])=[O:7])=[C:4]([C:11]([F:14])([F:13])[F:12])[CH:3]=1.ClC(Cl)(Cl)C(=N)O[C:19]([CH3:22])([CH3:21])[CH3:20].[OH-].[Na+]. (3) Given the product [ClH:29].[O:4]1[CH2:5][CH2:6][N:1]([C:7]([C:9]2[N:10]=[C:11]([C:25]([F:27])([F:28])[F:26])[N:12]3[CH2:17][CH2:16][NH:15][CH2:14][C:13]=23)=[O:8])[CH2:2][CH2:3]1, predict the reactants needed to synthesize it. The reactants are: [N:1]1([C:7]([C:9]2[N:10]=[C:11]([C:25]([F:28])([F:27])[F:26])[N:12]3[CH2:17][CH2:16][N:15](C(OC(C)(C)C)=O)[CH2:14][C:13]=23)=[O:8])[CH2:6][CH2:5][O:4][CH2:3][CH2:2]1.[ClH:29]. (4) Given the product [Br:34][CH:35]([Br:36])[C:25]([C:22]1[N:23]=[N:24][C:19]([O:18][CH2:16][CH3:17])=[CH:20][C:21]=1[C:30]([F:31])([F:32])[F:33])=[O:27], predict the reactants needed to synthesize it. The reactants are: CC1(C)CCCC(C)(C)N1.[Li]CCCC.[CH2:16]([O:18][C:19]1[N:24]=[N:23][C:22]([C:25]([O:27]CC)=O)=[C:21]([C:30]([F:33])([F:32])[F:31])[CH:20]=1)[CH3:17].[Br:34][CH2:35][Br:36].Cl. (5) Given the product [Cl:1][C:16]1[C:15](=[O:22])[N:14]([CH2:13][C:12]2[CH:23]=[CH:24][C:25]([O:26][CH3:27])=[C:10]([Cl:9])[CH:11]=2)[C:19]([CH3:20])=[CH:18][C:17]=1[OH:21], predict the reactants needed to synthesize it. The reactants are: [Cl:1]N1C(=O)CCC1=O.[Cl:9][C:10]1[CH:11]=[C:12]([CH:23]=[CH:24][C:25]=1[O:26][CH3:27])[CH2:13][N:14]1[C:19]([CH3:20])=[CH:18][C:17]([OH:21])=[CH:16][C:15]1=[O:22]. (6) The reactants are: [C:1]([NH2:5])([CH3:4])([CH3:3])[CH3:2].[Cl:6][CH2:7][CH2:8][C:9](Cl)=[O:10].[OH-].[Na+]. Given the product [C:1]([NH:5][C:9](=[O:10])[CH2:8][CH2:7][Cl:6])([CH3:4])([CH3:3])[CH3:2], predict the reactants needed to synthesize it. (7) Given the product [NH2:26][C@H:27]1[CH2:31][N:30]([C:2]2[C:11]3[C:6](=[CH:7][CH:8]=[C:9]([CH3:12])[CH:10]=3)[N:5]=[C:4]([N:13]3[CH2:19][C:18]4[CH:20]=[CH:21][CH:22]=[CH:23][C:17]=4[S:16](=[O:25])(=[O:24])[CH2:15][CH2:14]3)[CH:3]=2)[CH2:29][C@H:28]1[OH:32], predict the reactants needed to synthesize it. The reactants are: Cl[C:2]1[C:11]2[C:6](=[CH:7][CH:8]=[C:9]([CH3:12])[CH:10]=2)[N:5]=[C:4]([N:13]2[CH2:19][C:18]3[CH:20]=[CH:21][CH:22]=[CH:23][C:17]=3[S:16](=[O:25])(=[O:24])[CH2:15][CH2:14]2)[CH:3]=1.[NH2:26][C@H:27]1[CH2:31][NH:30][CH2:29][C@H:28]1[OH:32]. (8) Given the product [O:34]=[S:33]1(=[O:35])[CH2:36][CH2:37][N:39]([C@@H:28]2[CH2:27][C@H:26]([N:8]3[C:4]4[N:5]=[CH:6][N:7]=[C:2]([NH2:1])[C:3]=4[C:10]([C:11]4[CH:16]=[CH:15][CH:14]=[C:13]([O:17][CH2:18][C:19]56[O:25][CH:22]([CH2:21][CH2:20]5)[CH2:23][CH2:24]6)[CH:12]=4)=[CH:9]3)[CH2:29]2)[CH2:32][CH2:31]1, predict the reactants needed to synthesize it. The reactants are: [NH2:1][C:2]1[C:3]2[C:10]([C:11]3[CH:16]=[CH:15][CH:14]=[C:13]([O:17][CH2:18][C:19]45[O:25][CH:22]([CH2:23][CH2:24]4)[CH2:21][CH2:20]5)[CH:12]=3)=[CH:9][N:8]([CH:26]3[CH2:29][CH:28](O)[CH2:27]3)[C:4]=2[N:5]=[CH:6][N:7]=1.[CH:31]([S:33]([CH:36]=[CH2:37])(=[O:35])=[O:34])=[CH2:32].C[N:39](C=O)C. (9) Given the product [N:29]([C:22]1[N:23]=[CH:24][C:25]2[C:20]([CH:21]=1)=[CH:19][C:18]([CH3:17])=[C:27]([CH3:28])[CH:26]=2)=[C:1]=[S:2].[N:42]([C:34]1[N:35]=[CH:36][C:37]2[C:32]([CH:33]=1)=[C:31]([CH3:30])[C:40]([CH3:41])=[CH:39][CH:38]=2)=[C:1]=[S:2], predict the reactants needed to synthesize it. The reactants are: [C:1](N1C=CC=CC1=O)(N1C=CC=CC1=O)=[S:2].[CH3:17][C:18]1[CH:19]=[C:20]2[C:25](=[CH:26][C:27]=1[CH3:28])[CH:24]=[N:23][C:22]([NH2:29])=[CH:21]2.[CH3:30][C:31]1[C:40]([CH3:41])=[CH:39][CH:38]=[C:37]2[C:32]=1[CH:33]=[C:34]([NH2:42])[N:35]=[CH:36]2. (10) Given the product [NH2:1][C:2]1[N:11]=[CH:10][C:9]2[C:8]([NH:22][C:18]3[CH:19]=[CH:20][CH:21]=[C:16]([O:15][CH3:14])[CH:17]=3)=[N:7][CH:6]=[N:5][C:4]=2[CH:3]=1, predict the reactants needed to synthesize it. The reactants are: [NH2:1][C:2]1[N:11]=[CH:10][C:9]2[C:8](SC)=[N:7][CH:6]=[N:5][C:4]=2[CH:3]=1.[CH3:14][O:15][C:16]1[CH:21]=[CH:20][CH:19]=[C:18]([NH2:22])[CH:17]=1.